From a dataset of Forward reaction prediction with 1.9M reactions from USPTO patents (1976-2016). Predict the product of the given reaction. (1) Given the reactants [CH:1]1[C:6]2[C:7]3[NH:8][C:9]4[C:14]([C:15]=3[CH2:16][S:17][C:5]=2[CH:4]=[CH:3][CH:2]=1)=[CH:13][C:12]([OH:18])=[CH:11][CH:10]=4.N1C=CC=CC=1.[C:25](Cl)([C:27]([CH3:30])([CH3:29])[CH3:28])=[O:26], predict the reaction product. The product is: [CH:1]1[C:6]2[C:7]3[NH:8][C:9]4[C:14]([C:15]=3[CH2:16][S:17][C:5]=2[CH:4]=[CH:3][CH:2]=1)=[CH:13][C:12]([O:18][C:25](=[O:26])[C:27]([CH3:30])([CH3:29])[CH3:28])=[CH:11][CH:10]=4. (2) Given the reactants [C:1]([O:5][C:6]([NH:8][C:9]([CH3:14])([C:11]([OH:13])=[O:12])[CH3:10])=[O:7])([CH3:4])([CH3:3])[CH3:2].[CH:15]1(O)[CH2:19][CH2:18][CH2:17][CH2:16]1.CCN=C=NCCCN(C)C, predict the reaction product. The product is: [C:1]([O:5][C:6]([NH:8][C:9]([CH3:14])([C:11]([O:13][CH:15]1[CH2:19][CH2:18][CH2:17][CH2:16]1)=[O:12])[CH3:10])=[O:7])([CH3:4])([CH3:2])[CH3:3]. (3) Given the reactants [Cl:1][C:2]1[CH:7]=[CH:6][C:5]([C@@H:8]2[C@@H:13]([C@@H:14]([O:16][C:17]3[CH:22]=[CH:21][C:20](Cl)=[C:19](Cl)[CH:18]=3)[CH3:15])[CH2:12][CH2:11][N:10]([C:25]([CH:27]3[CH2:32][CH2:31][N:30]([C:33]4[CH:38]=[CH:37][C:36]([C:39]#[N:40])=[CH:35][N:34]=4)[CH2:29][CH2:28]3)=[O:26])[CH2:9]2)=[CH:4][CH:3]=1.N1CCCC[CH2:42]1.C(N1CC[C@H]([C@H]([OH:62])C)[C@@H](C2C=CC(Cl)=CC=2)C1)C1C=CC=CC=1.CC1C=CC(O)=CC=1.ClC(OC(Cl)=O)C.CCN(C(C)C)C(C)C, predict the reaction product. The product is: [C:39]([C:36]1[CH:37]=[CH:38][C:33]([N:30]2[CH2:31][CH2:32][CH:27]([C:25]([OH:26])=[O:62])[CH2:28][CH2:29]2)=[N:34][CH:35]=1)#[N:40].[Cl:1][C:2]1[CH:7]=[CH:6][C:5]([C@@H:8]2[C@@H:13]([C@@H:14]([O:16][C:17]3[CH:18]=[CH:19][C:20]([CH3:42])=[CH:21][CH:22]=3)[CH3:15])[CH2:12][CH2:11][N:10]([C:25]([CH:27]3[CH2:32][CH2:31][N:30]([C:33]4[CH:38]=[CH:37][C:36]([C:39]#[N:40])=[CH:35][N:34]=4)[CH2:29][CH2:28]3)=[O:26])[CH2:9]2)=[CH:4][CH:3]=1. (4) The product is: [O:18]=[C:16]1[C:17]2[C:5]([O:4][CH2:1][CH2:2][CH3:3])=[C:6]3[CH:7]=[CH:8][CH:9]=[CH:10][C:11]3=[C:12]([O:20][CH2:21][CH2:22][CH3:23])[C:13]=2[C:14](=[O:19])[N:24]1[C:25]1[CH:30]=[CH:29][C:28]([CH2:31][C:32]([O:34][CH2:35][CH3:36])=[O:33])=[CH:27][C:26]=1[CH3:37]. Given the reactants [CH2:1]([O:4][C:5]1[C:17]2[C:16](=[O:18])O[C:14](=[O:19])[C:13]=2[C:12]([O:20][CH2:21][CH2:22][CH3:23])=[C:11]2[C:6]=1[CH:7]=[CH:8][CH:9]=[CH:10]2)[CH2:2][CH3:3].[NH2:24][C:25]1[CH:30]=[CH:29][C:28]([CH2:31][C:32]([O:34][CH2:35][CH3:36])=[O:33])=[CH:27][C:26]=1[CH3:37], predict the reaction product. (5) The product is: [Cl:20][C:14]1[C:13]([CH2:12][N:6]([CH3:7])[CH2:5][CH:4]([OH:8])[CH2:3][C:2]([F:10])([F:9])[F:1])=[CH:18][CH:17]=[C:16]([Cl:19])[N:15]=1. Given the reactants [F:1][C:2]([F:10])([F:9])[CH2:3][CH:4]([OH:8])[CH2:5][NH:6][CH3:7].Br[CH2:12][C:13]1[C:14]([Cl:20])=[N:15][C:16]([Cl:19])=[CH:17][CH:18]=1, predict the reaction product. (6) Given the reactants [NH2:1][S:2]([C:5]1[CH:6]=[C:7]([N:11]2[C:19]3[C:18]4[CH:20]=[C:21]([N+:24]([O-])=O)[CH:22]=[CH:23][C:17]=4[CH2:16][CH2:15][C:14]=3[C:13]([C:27]([O:29]CC)=O)=[N:12]2)[CH:8]=[CH:9][CH:10]=1)(=[O:4])=[O:3].[NH3:32].CO, predict the reaction product. The product is: [NH2:24][C:21]1[CH:22]=[CH:23][C:17]2=[CH:16][CH:15]=[C:14]3[C:19]([N:11]([C:7]4[CH:8]=[CH:9][CH:10]=[C:5]([S:2]([NH2:1])(=[O:3])=[O:4])[CH:6]=4)[N:12]=[C:13]3[C:27]([NH2:32])=[O:29])=[C:18]2[CH:20]=1. (7) Given the reactants [OH:1][CH2:2][CH:3]([NH:6][C:7]1[N:12]=[C:11]([NH:13][CH2:14][C:15]2[CH:20]=[CH:19][C:18]([C:21]3[CH:26]=[CH:25][CH:24]=[CH:23][N:22]=3)=[CH:17][CH:16]=2)[N:10]2[N:27]=[CH:28][C:29]([CH:30]([CH3:32])[CH3:31])=[C:9]2[N:8]=1)[CH2:4][OH:5].[C:33]([OH:40])(=[O:39])/[CH:34]=[CH:35]/[C:36]([OH:38])=[O:37], predict the reaction product. The product is: [C:33]([OH:40])(=[O:39])/[CH:34]=[CH:35]/[C:36]([OH:38])=[O:37].[OH:1][CH2:2][CH:3]([NH:6][C:7]1[N:12]=[C:11]([NH:13][CH2:14][C:15]2[CH:16]=[CH:17][C:18]([C:21]3[CH:26]=[CH:25][CH:24]=[CH:23][N:22]=3)=[CH:19][CH:20]=2)[N:10]2[N:27]=[CH:28][C:29]([CH:30]([CH3:32])[CH3:31])=[C:9]2[N:8]=1)[CH2:4][OH:5].